From a dataset of Forward reaction prediction with 1.9M reactions from USPTO patents (1976-2016). Predict the product of the given reaction. (1) Given the reactants Cl.C[O:3][C:4](=[O:39])[C:5]1[CH:10]=[CH:9][C:8]([CH2:11][O:12][C:13]2[CH:18]=[CH:17][C:16]([CH2:19][C@H:20]([NH2:38])[C:21]3[N:22]([CH2:34][CH2:35][CH2:36][CH3:37])[CH:23]=[C:24]([C:26]4[CH:31]=[CH:30][C:29]([Cl:32])=[CH:28][C:27]=4[Cl:33])[N:25]=3)=[CH:15][CH:14]=2)=[CH:7][CH:6]=1.[F:40][C:41]1[CH:42]=[C:43]([CH:47]=[CH:48][CH:49]=1)[C:44](O)=[O:45], predict the reaction product. The product is: [CH2:34]([N:22]1[CH:23]=[C:24]([C:26]2[CH:31]=[CH:30][C:29]([Cl:32])=[CH:28][C:27]=2[Cl:33])[N:25]=[C:21]1[C@@H:20]([NH:38][C:44](=[O:45])[C:43]1[CH:47]=[CH:48][CH:49]=[C:41]([F:40])[CH:42]=1)[CH2:19][C:16]1[CH:17]=[CH:18][C:13]([O:12][CH2:11][C:8]2[CH:9]=[CH:10][C:5]([C:4]([OH:3])=[O:39])=[CH:6][CH:7]=2)=[CH:14][CH:15]=1)[CH2:35][CH2:36][CH3:37]. (2) The product is: [CH2:1]([O:5][CH2:6][CH2:7][O:8][C:9]1[CH:10]=[CH:11][C:12]([C:15]2[CH:20]=[CH:19][C:18]([N:21]3[CH2:25][CH2:24][CH2:23][CH2:22]3)=[C:17](/[CH:26]=[CH:27]/[C:28]([NH:52][C:51]3[CH:53]=[CH:54][C:48]([S@:46]([CH2:45][C:44]4[N:40]([CH2:37][CH2:38][CH3:39])[CH:41]=[N:42][CH:43]=4)=[O:47])=[CH:49][CH:50]=3)=[O:30])[CH:16]=2)=[CH:13][CH:14]=1)[CH2:2][CH2:3][CH3:4]. Given the reactants [CH2:1]([O:5][CH2:6][CH2:7][O:8][C:9]1[CH:14]=[CH:13][C:12]([C:15]2[CH:20]=[CH:19][C:18]([N:21]3[CH2:25][CH2:24][CH2:23][CH2:22]3)=[C:17](/[CH:26]=[CH:27]/[C:28]([OH:30])=O)[CH:16]=2)=[CH:11][CH:10]=1)[CH2:2][CH2:3][CH3:4].C(Cl)(=O)C(Cl)=O.[CH2:37]([N:40]1[C:44]([CH2:45][S@@:46]([C:48]2[CH:54]=[CH:53][C:51]([NH2:52])=[CH:50][CH:49]=2)=[O:47])=[CH:43][N:42]=[CH:41]1)[CH2:38][CH3:39].C(N(CC)CC)C, predict the reaction product. (3) Given the reactants [CH:1]1([O:7][C:8]2[CH:16]=[CH:15][C:14]([S:17]([CH3:20])(=[O:19])=[O:18])=[CH:13][C:9]=2[C:10]([OH:12])=O)[CH2:6][CH2:5][CH2:4][CH2:3][CH2:2]1.Cl.[CH3:22][S:23]([C:26]1[S:30][C:29]([N:31]2[CH2:36][CH2:35][NH:34][CH2:33][CH2:32]2)=[N:28][CH:27]=1)(=[O:25])=[O:24], predict the reaction product. The product is: [CH:1]1([O:7][C:8]2[CH:16]=[CH:15][C:14]([S:17]([CH3:20])(=[O:19])=[O:18])=[CH:13][C:9]=2[C:10]([N:34]2[CH2:35][CH2:36][N:31]([C:29]3[S:30][C:26]([S:23]([CH3:22])(=[O:25])=[O:24])=[CH:27][N:28]=3)[CH2:32][CH2:33]2)=[O:12])[CH2:2][CH2:3][CH2:4][CH2:5][CH2:6]1.